This data is from Drug-target binding data from BindingDB using IC50 measurements. The task is: Regression. Given a target protein amino acid sequence and a drug SMILES string, predict the binding affinity score between them. We predict pIC50 (pIC50 = -log10(IC50 in M); higher means more potent). Dataset: bindingdb_ic50. (1) The compound is CC(C)CCCC(C)[C@H]1CCC2C3CCC4C[C@@H](NC(=O)c5cc(NCc6cc(O)ccc6O)ccc5O)CC[C@]4(C)C3CC[C@@]21C. The target protein (Q6B856) has sequence MREIVHIQAGQCGNQIGAKFWEVISDEHGIDPTGSYHGDSDLQLERINVYYNEATGNKYVPRAILVDLEPGTMDSVRSGPFGQIFRPDNFVFGQSGAGNNWAKGHYTEGAELVDSVLDVVRKESESCDCLQGFQLTHSLGGGTGSGMGTLLISKIREEYPDRIMNTFSVMPSPKVSDTVVEPYNATLSVHQLVENTDETYCIDNEALYDICFRTLKLTTPTYGDLNHLVSATMSGVTTCLRFPGQLNADLRKLAVNMVPFPRLHFFMPGFAPLTSRGSQQYRALTVPELTQQMFDSKNMMAACDPRHGRYLTVAAIFRGRMSMKEVDEQMLNVQNKNSSYFVEWIPNNVKTAVCDIPPRGLKMSATFIGNSTAIQELFKRISEQFTAMFRRKAFLHWYTGEGMDEMEFTEAESNMNDLVSEYQQYQDATADEQGEFEEEEGEDEA. The pIC50 is 4.4. (2) The small molecule is O=C(C1=C(O)C(=O)N(CCc2c[nH]c3ccccc23)C1c1cccs1)c1cccnc1. The target protein (Q8VIJ4) has sequence MATIEEIAHQIIDQQMGEIVTEQQTGQKIQIVTALDHSTQGKQFILANHEGSTPGKVFLTTPDAAGVNQLFFASPDLSTPHLQLLTENSPDQGPNKVFDLCVVCGDKASGRHYGAITCEGCKGFFKRSIRKNLVYSCRGSKDCIINKHHRNRCQYCRLQRCIAFGMKQDSVQCERKPIEVSREKSSNCAASTEKIYIRKDLRSPLAATPTFVTDSETARSTGLLDSGMFVNIHPSGIKTEPALLMTPDKAESCQGDLGTLASVVTSLANLGKAKDLSHCGGDLPVVQSLRNGDTSFGAFHQDIQTNGDVSRAFDNLAKALTPGENPACQSPGESMEGSTHLIAGEPSCMEREGPLLSDSHVVFRLTMPSPMPEYLNVHYIGESASRLLFLSMHWALSIPSFQALGQENSISLVKAYWNELFTLGLAQCWQVMNVATILATFVNCLHNSLQQDKMSPERRKLLMEHIFKLQEFCNSMVKLCIDGHEYAYLKAIVLFSPDHP.... The pIC50 is 4.9. (3) The compound is Cc1cc(Nc2nc(-c3ccccc3)nc3ccccc23)n[nH]1. The target protein sequence is HSDSISSLASEREYITSLDLSANELRDIDALSQKCCISVHLEHLEKLELHQNALTSFPQQLCETLKSLTHLDLHSNKFTSFPSYLLKMSCIANLDVSRNDIGPSVVLDPTVKCPTLKQFNLSYNQLSFVPENLTDVVEKLEQLILEGNKISGICSPLRLKELKILNLSKNHISSLSENFLEACPKVESFSARMNFLAAMPFLPPSMTILKLSQNKFSCIPEAILNLPHLRSLDMSSNDIQYLPGPAHWKSLNLRELLFSHNQISILDLSEKAYLWSRVEKLHLSHNKLKEIPPEIGCLENLTSLDVSYNLELRSFPNEMGKLSKIWDLPLDELHLNFDFKHIGCKAKDIIRFLQQRLKKAVPYNRMKLMIVGNTGSGKTTLLQQLMKTKKSDLGMQSATVGIDVKDWPIQIRDKRKRDLVLNVWDFAGREEFYSTHPHFMTQRALYLAVYDLSKGQAEVDAMKPWLFNIKARASSSPVILVGTHLDVSDEKQRKACMSKI.... The pIC50 is 5.8. (4) The compound is Fc1ccc(-c2cc(-c3ccc(Cl)cc3)[nH]c2-c2ccncc2)cc1. The target protein (P70618) has sequence MSQERPTFYRQELNKTVWEVPERYQNLSPVGSGAYGSVCAAFDTKTGHRVAVKKLSRPFQSIIHAKRTYRELRLLKHMKHENVIGLLDVFTPARSLEEFNDVYLVTHLMGADLNNIVKCQKLTDDHVQFLIYQILRGLKYIHSADIIHRDLKPSNLAVNEDCELKILDFGLARHTDDEMTGYVATRWYRAPEIMLNWMHYNQTVDIWSVGCIMAELLTGRTLFPGTDHIDQLKLILRLVGTPGAELLKKISSESARNYIQSLAQMPKMNFANVFIGANPLAVDLLEKMLVLDSDKRITAAQALAHAYFAQYHDPDDEPVAEPYDQSFESRDFLIDEWKSLTYDEVISFVPPPLDQEEMES. The pIC50 is 5.8. (5) The small molecule is CCN1CCN(C(=O)c2cccc(COc3ccc4[nH]c(=O)cc(C)c4c3)c2)CC1. The target protein (Q14432) has sequence MAVPGDAARVRDKPVHSGVSQAPTAGRDCHHRADPASPRDSGCRGCWGDLVLQPLRSSRKLSSALCAGSLSFLLALLVRLVRGEVGCDLEQCKEAAAAEEEEAAPGAEGGVFPGPRGGAPGGGARLSPWLQPSALLFSLLCAFFWMGLYLLRAGVRLPLAVALLAACCGGEALVQIGLGVGEDHLLSLPAAGVVLSCLAAATWLVLRLRLGVLMIALTSAVRTVSLISLERFKVAWRPYLAYLAGVLGILLARYVEQILPQSAEAAPREHLGSQLIAGTKEDIPVFKRRRRSSSVVSAEMSGCSSKSHRRTSLPCIPREQLMGHSEWDHKRGPRGSQSSGTSITVDIAVMGEAHGLITDLLADPSLPPNVCTSLRAVSNLLSTQLTFQAIHKPRVNPVTSLSENYTCSDSEESSEKDKLAIPKRLRRSLPPGLLRRVSSTWTTTTSATGLPTLEPAPVRRDRSTSIKLQEAPSSSPDSWNNPVMMTLTKSRSFTSSYAIS.... The pIC50 is 5.8. (6) The drug is CS(=O)(=O)c1ccc(-c2ccc(C(=O)Nc3ccccc3C(=O)O)cc2Oc2ccccc2)cc1. The target protein (Q2FZS0) has sequence MNVGIKGFGAYAPEKIIDNAYFEQFLDTSDEWISKMTGIKERHWADDDQDTSDLAYEASLKAIADAGIQPEDIDMIIVATATGDMPFPTVANMLQERLGTGKVASMDQLAACSGFMYSMITAKQYVQSGDYHNILVVGADKLSKITDLTDRSTAVLFGDGAGAVIIGEVSDGRGIISYEMGSDGTGGKHLYLDKDTGKLKMNGREVFKFAVRIMGDASTRVVEKANLTSDDIDLFIPHQANIRIMESARERLGISKDKMSVSVNKYGNTSAASIPLSIDQELKNGKIKDDDTIVLVGFGGGLTWGAMTIKWGK. The pIC50 is 4.6.